From a dataset of Full USPTO retrosynthesis dataset with 1.9M reactions from patents (1976-2016). Predict the reactants needed to synthesize the given product. (1) Given the product [CH3:2][O:3][C:4](=[O:9])[CH:5]([N:8]([CH3:21])[S:17]([C:12]1[CH:13]=[CH:14][CH:15]=[CH:16][CH:11]=1)(=[O:19])=[O:18])[CH3:6], predict the reactants needed to synthesize it. The reactants are: Cl.[CH3:2][O:3][C:4](=[O:9])[C:5]([NH2:8])(C)[CH3:6].C[C:11]1[CH:16]=[CH:15][CH:14]=[CH:13][C:12]=1[S:17](Cl)(=[O:19])=[O:18].[CH2:21](N(CC)CC)C.O. (2) The reactants are: [N:1]1[CH:6]=[CH:5][CH:4]=[CH:3][C:2]=1[C:7]([OH:9])=O.CCN(C(C)C)C(C)C.C1CN([P+](ON2N=NC3C=CC=CC2=3)(N2CCCC2)N2CCCC2)CC1.F[P-](F)(F)(F)(F)F.O[NH:53][C:54]([C:56]1[CH:61]=[CH:60][CH:59]=[CH:58][N:57]=1)=[NH:55]. Given the product [N:57]1[CH:58]=[CH:59][CH:60]=[CH:61][C:56]=1[C:54]1[N:55]=[C:7]([C:2]2[CH:3]=[CH:4][CH:5]=[CH:6][N:1]=2)[O:9][N:53]=1, predict the reactants needed to synthesize it. (3) Given the product [C:36]([C:33]1[CH:32]=[CH:31][C:30]([CH2:29][N:15]([CH2:16][CH2:17][C:18]2[CH:23]=[CH:22][CH:21]=[C:20]([O:24][C:25]([F:27])([F:28])[F:26])[CH:19]=2)[C:14]([C:8]2[CH:9]=[C:10]([Cl:13])[CH:11]=[CH:12][C:7]=2[NH:6][CH2:5][C:4]([OH:41])=[O:3])=[O:40])=[CH:35][CH:34]=1)([CH3:39])([CH3:37])[CH3:38], predict the reactants needed to synthesize it. The reactants are: C([O:3][C:4](=[O:41])[CH2:5][NH:6][C:7]1[CH:12]=[CH:11][C:10]([Cl:13])=[CH:9][C:8]=1[C:14](=[O:40])[N:15]([CH2:29][C:30]1[CH:35]=[CH:34][C:33]([C:36]([CH3:39])([CH3:38])[CH3:37])=[CH:32][CH:31]=1)[CH2:16][CH2:17][C:18]1[CH:23]=[CH:22][CH:21]=[C:20]([O:24][C:25]([F:28])([F:27])[F:26])[CH:19]=1)C.Cl.O. (4) Given the product [OH:12][C:8]1[C:9]2[C:4](=[CH:3][C:2]([I:17])=[CH:11][CH:10]=2)[CH:5]=[CH:6][CH:7]=1, predict the reactants needed to synthesize it. The reactants are: N[C:2]1[CH:11]=[CH:10][C:9]2[C:4](=[CH:5][CH:6]=[CH:7][C:8]=2[OH:12])[CH:3]=1.N([O-])=O.[Na+].[I-:17].[K+].N. (5) Given the product [CH2:17]([N:12]1[CH2:11][CH:10]([CH2:9][OH:8])[CH2:14][S:13]1(=[O:16])=[O:15])[CH3:18], predict the reactants needed to synthesize it. The reactants are: C([O:8][CH2:9][CH:10]1[CH2:14][S:13](=[O:16])(=[O:15])[N:12]([CH2:17][CH3:18])[CH2:11]1)C1C=CC=CC=1. (6) Given the product [N+:9]([C:4]1[CH:5]=[N:6][CH:7]=[CH:8][C:3]=1[CH2:2][P:12](=[O:19])([O:16][CH2:17][CH3:18])[O:13][CH2:14][CH3:15])([O-:11])=[O:10], predict the reactants needed to synthesize it. The reactants are: Br[CH2:2][C:3]1[CH:8]=[CH:7][N:6]=[CH:5][C:4]=1[N+:9]([O-:11])=[O:10].[P:12]([O:19]CC)([O:16][CH2:17][CH3:18])[O:13][CH2:14][CH3:15]. (7) Given the product [CH2:1]([S:4]([O:7][C:8]1[CH:13]=[CH:12][C:11]([C:14]2([C:22]3[CH:23]=[C:24]([C:38]4[CH:39]=[C:34]([O:33][S:30]([CH3:29])(=[O:32])=[O:31])[CH:35]=[C:36]([O:49][CH3:50])[CH:37]=4)[CH:25]=[CH:26][CH:27]=3)[C:18](=[O:19])[N:17]([CH3:20])[C:16]([NH2:21])=[N:15]2)=[CH:10][CH:9]=1)(=[O:6])=[O:5])[CH2:2][CH3:3], predict the reactants needed to synthesize it. The reactants are: [CH2:1]([S:4]([O:7][C:8]1[CH:13]=[CH:12][C:11]([C:14]2([C:22]3[CH:27]=[CH:26][CH:25]=[C:24](Br)[CH:23]=3)[C:18](=[O:19])[N:17]([CH3:20])[C:16]([NH2:21])=[N:15]2)=[CH:10][CH:9]=1)(=[O:6])=[O:5])[CH2:2][CH3:3].[CH3:29][S:30]([O:33][C:34]1[CH:39]=[C:38](B2OC(C)(C)C(C)(C)O2)[CH:37]=[C:36]([O:49][CH3:50])[CH:35]=1)(=[O:32])=[O:31].C(=O)([O-])[O-].[K+].[K+].